Dataset: Reaction yield outcomes from USPTO patents with 853,638 reactions. Task: Predict the reaction yield, written as a fraction of the theoretical maximum amount of product (1.0 means a 100% yield; for example, 0.34 means a 34% yield). (1) The reactants are C([O:3][C:4]([C@@H:6]1[CH2:15][C@@H:14]2[C@@H:9]([CH2:10][CH2:11][C@H:12]([S:16][C:17]3[C:26]([C:27]([O:29]C)=[O:28])=[CH:25][C:24]4[C:19](=[CH:20][CH:21]=[CH:22][CH:23]=4)[CH:18]=3)[CH2:13]2)[CH2:8][N:7]1C(OC)=O)=[O:5])C.[ClH:35]. No catalyst specified. The product is [ClH:35].[C:27]([C:26]1[C:17]([S:16][C@H:12]2[CH2:11][CH2:10][C@@H:9]3[C@@H:14]([CH2:15][C@@H:6]([C:4]([OH:5])=[O:3])[NH:7][CH2:8]3)[CH2:13]2)=[CH:18][C:19]2[C:24]([CH:25]=1)=[CH:23][CH:22]=[CH:21][CH:20]=2)([OH:29])=[O:28]. The yield is 0.960. (2) The reactants are [C:1]1([CH2:11][C:12]([OH:14])=[O:13])([CH2:7][C:8]([OH:10])=O)[CH2:6][CH2:5][CH2:4][CH2:3][CH2:2]1.C(OC(=O)C)(=O)C. No catalyst specified. The product is [C:1]12([CH2:7][C:8](=[O:10])[O:14][C:12](=[O:13])[CH2:11]1)[CH2:2][CH2:3][CH2:4][CH2:5][CH2:6]2. The yield is 1.00.